Dataset: Catalyst prediction with 721,799 reactions and 888 catalyst types from USPTO. Task: Predict which catalyst facilitates the given reaction. Product: [CH3:16][C:15]([CH3:18])([CH3:17])[C:14](=[O:19])[CH2:13][S:11][C:5]1[CH:10]=[CH:9][CH:8]=[CH:7][CH:6]=1. Reactant: CC[O-].[Na+].[C:5]1([SH:11])[CH:10]=[CH:9][CH:8]=[CH:7][CH:6]=1.Br[CH2:13][C:14](=[O:19])[C:15]([CH3:18])([CH3:17])[CH3:16].O. The catalyst class is: 8.